The task is: Predict the reactants needed to synthesize the given product.. This data is from Full USPTO retrosynthesis dataset with 1.9M reactions from patents (1976-2016). Given the product [NH2:1][C:2]1[C:7]2[C:8]([C:11]3[CH:16]=[CH:15][C:14]([NH:17][C:18]([C:20]4[N:21]([CH3:29])[C:22]5[C:27]([CH:28]=4)=[CH:26][CH:25]=[CH:24][CH:23]=5)=[O:19])=[C:13]([O:30][CH3:31])[CH:12]=3)=[CH:9][S:10][C:6]=2[C:5]([C:32]([NH:34][CH2:35][C:36]([OH:38])=[O:37])=[O:33])=[CH:4][N:3]=1, predict the reactants needed to synthesize it. The reactants are: [NH2:1][C:2]1[C:7]2[C:8]([C:11]3[CH:16]=[CH:15][C:14]([NH:17][C:18]([C:20]4[N:21]([CH3:29])[C:22]5[C:27]([CH:28]=4)=[CH:26][CH:25]=[CH:24][CH:23]=5)=[O:19])=[C:13]([O:30][CH3:31])[CH:12]=3)=[CH:9][S:10][C:6]=2[C:5]([C:32]([NH:34][CH2:35][C:36]([O:38]C)=[O:37])=[O:33])=[CH:4][N:3]=1.[OH-].[Na+].O.Cl.